This data is from Full USPTO retrosynthesis dataset with 1.9M reactions from patents (1976-2016). The task is: Predict the reactants needed to synthesize the given product. Given the product [CH3:20][C@:17]12[C@@:16]3([CH3:21])[C@@H:7]([C@:8]4([CH3:34])[C@@H:13]([CH2:14][CH2:15]3)[C:12]([CH3:23])([CH3:22])[C:11]([C:24]3[CH:33]=[CH:32][C:27]([C:28]([OH:30])=[O:29])=[CH:26][CH:25]=3)=[CH:10][CH2:9]4)[CH2:6][CH2:5][C@@H:4]1[C@H:3]1[C@H:35]([C:38]([CH3:40])=[CH2:39])[CH2:36][CH2:37][C@:2]1([NH:1][C:49](=[O:50])[CH2:48][C:44]1[CH:43]=[N:42][CH:47]=[CH:46][CH:45]=1)[CH2:19][CH2:18]2, predict the reactants needed to synthesize it. The reactants are: [NH2:1][C@:2]12[CH2:37][CH2:36][C@@H:35]([C:38]([CH3:40])=[CH2:39])[C@@H:3]1[C@@H:4]1[C@@:17]([CH3:20])([CH2:18][CH2:19]2)[C@@:16]2([CH3:21])[C@@H:7]([C@:8]3([CH3:34])[C@@H:13]([CH2:14][CH2:15]2)[C:12]([CH3:23])([CH3:22])[C:11]([C:24]2[CH:33]=[CH:32][C:27]([C:28]([O:30]C)=[O:29])=[CH:26][CH:25]=2)=[CH:10][CH2:9]3)[CH2:6][CH2:5]1.Cl.[N:42]1[CH:47]=[CH:46][CH:45]=[C:44]([CH2:48][C:49](O)=[O:50])[CH:43]=1.